From a dataset of Peptide-MHC class I binding affinity with 185,985 pairs from IEDB/IMGT. Regression. Given a peptide amino acid sequence and an MHC pseudo amino acid sequence, predict their binding affinity value. This is MHC class I binding data. (1) The peptide sequence is RTRGGVAAA. The MHC is HLA-A29:02 with pseudo-sequence HLA-A29:02. The binding affinity (normalized) is 0.0847. (2) The peptide sequence is DILASIIDY. The MHC is HLA-A26:01 with pseudo-sequence HLA-A26:01. The binding affinity (normalized) is 0.456.